This data is from Experimentally validated miRNA-target interactions with 360,000+ pairs, plus equal number of negative samples. The task is: Binary Classification. Given a miRNA mature sequence and a target amino acid sequence, predict their likelihood of interaction. (1) The protein sequence of the target gene is MRNIFKRNQEPNVAPATTTATMPLAPVAPADNSTESTGPGESQEDMFAKLKEKFFNEINKIPLPPWALIAMAVVAGLLLLTCCFCICKKCCCKKKKNKKEKGKGMKNAMNMKDMKGGQDDDDAETGLTEGEGEGEEEKEPENLGKLQFSLDYDFQANQLTVGVLQAAELPALDMGGTSDPYVKVFLLPDKKKKYETKVHRKTLNPAFNETFTFKVPYQELAGKTLVMAIYDFDRFSKHDIIGEVKVPMNTVDLGQPIEEWRDLQGGEKEEPEKLGDICTSLRYVPTAGKLTVCILEAKNL.... The miRNA is mmu-miR-466i-3p with sequence AUACACACACACAUACACACUA. Result: 1 (interaction). (2) The miRNA is mmu-miR-7036a-3p with sequence CCGUCCUCAUCCGCUCCUCCCAG. The protein sequence of the target gene is MRPLRPRAALLALLASLLAAPPVAPAEAPHLVHVDAARALWPLRRFWRSTGFCPPLPHSQADQYVLSWDQQLNLAYVGAVPHRGIKQVRTHWLLELVTTRGSTGRGLSYNFTHLDGYLDLLRENQLLPGFELMGSASGHFTDFEDKQQVFEWKDLVSSLARRYIGRYGLAHVSKWNFETWNEPDHHDFDNVSMTMQGFLNYYDACSEGLRAASPALRLGGPGDSFHTPPRSPLSWGLLRHCHDGTNFFTGEAGVRLDYISLHRKGARSSISILEQEKVVAQQIRQLFPKFADTPIYNDEA.... Result: 0 (no interaction). (3) The miRNA is hsa-miR-4486 with sequence GCUGGGCGAGGCUGGCA. The protein sequence of the target gene is MPAGPVQAVPPPPPVPTEPKQPTEEEASSKEDSAPSKPVVGIIYPPPEVRNIVDKTASFVARNGPEFEARIRQNEINNPKFNFLNPNDPYHAYYRHKVSEFKEGKAQEPSAAIPKVMQQQQQTTQQQLPQKVQAQVIQETIVPKEPPPEFEFIADPPSISAFDLDVVKLTAQFVARNGRQFLTQLMQKEQRNYQFDFLRPQHSLFNYFTKLVEQYTKILIPPKGLFSKLKKEAENPREVLDQVCYRVEWAKFQERERKKEEEEKEKERVAYAQIDWHDFVVVETVDFQPNEQGNFPPPTT.... Result: 1 (interaction). (4) The miRNA is hsa-miR-3153 with sequence GGGGAAAGCGAGUAGGGACAUUU. The protein sequence of the target gene is MAAAAVQGGRSGGSGGCSGAGGASNCGTGSGRSGLLDKWKIDDKPVKIDKWDGSAVKNSLDDSAKKVLLEKYKYVENFGLIDGRLTICTISCFFAIVALIWDYMHPFPESKPVLALCVISYFVMMGILTIYTSYKEKSIFLVAHRKDPTGMDPDDIWQLSSSLKRFDDKYTLKLTFISGRTKQQREAEFTKSIAKFFDHSGTLVMDAYEPEISRLHDSLAIERKIK. Result: 0 (no interaction). (5) The miRNA is mmu-miR-466m-5p with sequence UGUGUGCAUGUGCAUGUGUGUAU. The protein sequence of the target gene is MKLVVLVALWLWPSSLLAYPTITVLPDEEQNLNHYVHILQNLIMSVPTKEQDLGKKLSSSRTVDSAEPRSLASKVLLTPGLVSAQDVTPESDVLIRPVDETTNSRTRGFTLRRRRTQSTAFWSIRPNNISVVLRTEEPFIEKEPEPELESSRLPTEPEPELEPEPEPVAESRQMSEPEEELVTSTTPNKELTGTSRISSMATQPANTQATRITVTVKTTSTMDVSTDSEDVPQLSGQSEIPSAEDLPGRHSLNTRHEDILKKISNINAEIQQGLLGGNNSPEFKEFIKASREHLKRSLAL.... Result: 0 (no interaction). (6) The miRNA is mmu-miR-467b-5p with sequence GUAAGUGCCUGCAUGUAUAUG. The protein sequence of the target gene is MNLPRAERLRSTPQRSLRDSDGEDGKIDVLGEEEDEDEEEAASQQFLEQSLQPGLQVARWGGVALPREHIEGGGGPSDPSEFGTEFRAPPRSAAASEDARQPAKPPSSYIALITMAILQSPHKRLTLSGICAFISDRFPYYRRKFPAWQNSIRHNLSLNDCFVKIPREPGRPGKGNYWSLDPASQDMFDNGSFLRRRKRFQRHQPTPGAHLPHPFPLPAAHAALHNPRPGPLLGAPAPPQPVPGAYPNTGPGRRPYALLHPHPPRYLLLSAPAYAGAPKKAEGADLATPAPFPCCSPHLV.... Result: 0 (no interaction).